From a dataset of Full USPTO retrosynthesis dataset with 1.9M reactions from patents (1976-2016). Predict the reactants needed to synthesize the given product. (1) Given the product [CH2:1]([O:3][CH2:4][C:5]1[N:6]([NH:18][CH:19]([CH2:20][CH3:21])[CH2:22][CH3:23])[C:7]2[C:16]3[CH:15]=[CH:14][CH:13]=[CH:12][C:11]=3[N:10]=[CH:9][C:8]=2[N:17]=1)[CH3:2], predict the reactants needed to synthesize it. The reactants are: [CH2:1]([O:3][CH2:4][C:5]1[N:6]([N:18]=[C:19]([CH2:22][CH3:23])[CH2:20][CH3:21])[C:7]2[C:16]3[CH:15]=[CH:14][CH:13]=[CH:12][C:11]=3[N:10]=[CH:9][C:8]=2[N:17]=1)[CH3:2].[BH4-].[Na+].C(Cl)(Cl)Cl. (2) Given the product [ClH:1].[N:2]12[CH2:9][CH2:8][CH:5]([CH2:6][CH2:7]1)[C@@H:4]([NH:10][C:11]([C:13]1[O:14][C:15]3[C:21]([C:29]4[CH:28]=[CH:27][CH:26]=[C:25]([CH2:24][OH:23])[CH:30]=4)=[CH:20][CH:19]=[CH:18][C:16]=3[CH:17]=1)=[O:12])[CH2:3]2, predict the reactants needed to synthesize it. The reactants are: [ClH:1].[N:2]12[CH2:9][CH2:8][CH:5]([CH2:6][CH2:7]1)[C@@H:4]([NH:10][C:11]([C:13]1[O:14][C:15]3[C:21](Br)=[CH:20][CH:19]=[CH:18][C:16]=3[CH:17]=1)=[O:12])[CH2:3]2.[OH:23][CH2:24][C:25]1[CH:26]=[C:27](B(O)O)[CH:28]=[CH:29][CH:30]=1.C(=O)([O-])[O-].[Na+].[Na+]. (3) Given the product [N:1]1([C:5]([C:7]2[CH:12]=[CH:11][C:10]([O:13][C:14]3[CH:15]=[C:16]([CH:26]=[C:27]([O:29][CH:30]([CH2:31][F:32])[CH2:33][F:34])[CH:28]=3)[C:17]([NH:19][C:20]3[CH:24]=[CH:23][N:22]([CH3:25])[N:21]=3)=[O:18])=[CH:9][CH:8]=2)=[O:6])[CH2:2][CH2:3][CH2:4]1, predict the reactants needed to synthesize it. The reactants are: [N:1]1([C:5]([C:7]2[CH:12]=[CH:11][C:10]([O:13][C:14]3[CH:15]=[C:16]([CH:26]=[C:27]([O:29][CH:30]([CH2:33][F:34])[CH2:31][F:32])[CH:28]=3)[C:17]([NH:19][C:20]3[CH:24]=[CH:23][N:22]([CH3:25])[N:21]=3)=[O:18])=[C:9](Cl)[CH:8]=2)=[O:6])[CH2:4][CH2:3][CH2:2]1.C(N(CC)CC)C. (4) Given the product [NH2:1][C:2]1[N:7]=[C:6]([C:8]2[C:13]([C:14]([F:17])([F:16])[F:15])=[CH:12][CH:11]=[CH:10][N:9]=2)[CH:5]=[CH:4][C:3]=1[C:18]([NH2:19])=[O:20], predict the reactants needed to synthesize it. The reactants are: [NH2:1][C:2]1[N:7]=[C:6]([C:8]2[C:13]([C:14]([F:17])([F:16])[F:15])=[CH:12][CH:11]=[CH:10][N:9]=2)[CH:5]=[CH:4][C:3]=1[C:18]#[N:19].[OH-:20].[Na+]. (5) Given the product [CH2:1]([C@@H:8]1[CH2:12][O:11][C:10](=[O:13])[N:9]1[C:14](=[O:19])[C@H:15]([CH2:31][C:32]1[C:33]([Cl:46])=[CH:34][C:35]([C:39]2[CH:40]=[CH:41][C:42]([F:45])=[CH:43][CH:44]=2)=[CH:36][C:37]=1[Cl:38])[CH2:16][CH:17]=[CH2:18])[C:2]1[CH:3]=[CH:4][CH:5]=[CH:6][CH:7]=1, predict the reactants needed to synthesize it. The reactants are: [CH2:1]([C@@H:8]1[CH2:12][O:11][C:10](=[O:13])[N:9]1[C:14](=[O:19])[CH2:15][CH2:16][CH:17]=[CH2:18])[C:2]1[CH:7]=[CH:6][CH:5]=[CH:4][CH:3]=1.C[Si]([N-][Si](C)(C)C)(C)C.[Li+].Br[CH2:31][C:32]1[C:37]([Cl:38])=[CH:36][C:35]([C:39]2[CH:44]=[CH:43][C:42]([F:45])=[CH:41][CH:40]=2)=[CH:34][C:33]=1[Cl:46]. (6) Given the product [CH2:1]([C:3]1[N:4]=[C:5]([CH2:8][S:9][C:10]2[N:18]([CH2:24][C:25]3[CH:30]=[CH:29][CH:28]=[C:27]([O:31][C:32]([F:33])([F:34])[F:35])[CH:26]=3)[C:17]3[C:16](=[O:19])[N:15]([CH3:20])[C:14](=[O:21])[N:13]([CH3:22])[C:12]=3[N:11]=2)[O:6][CH:7]=1)[CH3:2], predict the reactants needed to synthesize it. The reactants are: [CH2:1]([C:3]1[N:4]=[C:5]([CH2:8][S:9][C:10]2[NH:18][C:17]3[C:16](=[O:19])[N:15]([CH3:20])[C:14](=[O:21])[N:13]([CH3:22])[C:12]=3[N:11]=2)[O:6][CH:7]=1)[CH3:2].Br[CH2:24][C:25]1[CH:30]=[CH:29][CH:28]=[C:27]([O:31][C:32]([F:35])([F:34])[F:33])[CH:26]=1.C(=O)([O-])[O-].[K+].[K+]. (7) Given the product [Cl:1][C:2]1[CH:3]=[C:4](/[C:8](=[N:19]\[OH:20])/[C:9](=[O:11])[CH3:10])[CH:5]=[CH:6][CH:7]=1, predict the reactants needed to synthesize it. The reactants are: [Cl:1][C:2]1[CH:3]=[C:4]([CH2:8][C:9](=[O:11])[CH3:10])[CH:5]=[CH:6][CH:7]=1.[O-]CC.[Na+].CCO.[N:19](OCCC(C)C)=[O:20].C(OCC)C. (8) Given the product [CH2:34]([O:41][C:42]1[CH:47]=[C:46]([F:48])[CH:45]=[CH:44][C:43]=1[C:49](=[O:51])[CH2:50][Br:1])[C:35]1[CH:36]=[CH:37][CH:38]=[CH:39][CH:40]=1, predict the reactants needed to synthesize it. The reactants are: [Br-:1].[Br-].[Br-].C1([N+](C)(C)C)C=CC=CC=1.C1([N+](C)(C)C)C=CC=CC=1.C1([N+](C)(C)C)C=CC=CC=1.[CH2:34]([O:41][C:42]1[CH:47]=[C:46]([F:48])[CH:45]=[CH:44][C:43]=1[C:49](=[O:51])[CH3:50])[C:35]1[CH:40]=[CH:39][CH:38]=[CH:37][CH:36]=1.CCCCCC.CCOC(C)=O. (9) Given the product [ClH:33].[CH3:4][N:5]1[CH:9]=[CH:8][C:7]([NH:10][C:11]([C:13]2[C:18]([S:19][C:20]3[CH:21]=[N:22][C:23]([CH3:26])=[CH:24][CH:25]=3)=[N:17][CH:16]=[C:15]([S:27][C:28]3[NH:32][CH:31]=[N:30][N:29]=3)[N:14]=2)=[O:12])=[N:6]1, predict the reactants needed to synthesize it. The reactants are: C(O)C.[CH3:4][N:5]1[CH:9]=[CH:8][C:7]([NH:10][C:11]([C:13]2[C:18]([S:19][C:20]3[CH:21]=[N:22][C:23]([CH3:26])=[CH:24][CH:25]=3)=[N:17][CH:16]=[C:15]([S:27][C:28]3[NH:32][CH:31]=[N:30][N:29]=3)[N:14]=2)=[O:12])=[N:6]1.[ClH:33].C(OCC)(=O)C.